This data is from Peptide-MHC class I binding affinity with 185,985 pairs from IEDB/IMGT. The task is: Regression. Given a peptide amino acid sequence and an MHC pseudo amino acid sequence, predict their binding affinity value. This is MHC class I binding data. (1) The peptide sequence is KMGAFMYTK. The MHC is HLA-A11:01 with pseudo-sequence HLA-A11:01. The binding affinity (normalized) is 1.00. (2) The peptide sequence is KSWLVHWSL. The MHC is HLA-B15:01 with pseudo-sequence HLA-B15:01. The binding affinity (normalized) is 0.0847. (3) The peptide sequence is SVYAWERKK. The MHC is HLA-A11:01 with pseudo-sequence HLA-A11:01. The binding affinity (normalized) is 0.497.